From a dataset of Reaction yield outcomes from USPTO patents with 853,638 reactions. Predict the reaction yield, written as a fraction of the theoretical maximum amount of product (1.0 means a 100% yield; for example, 0.34 means a 34% yield). (1) The reactants are N([O-])=[O:2].[Na+].[Cl:5][C:6]1[N:14]=[C:13]([Cl:15])[CH:12]=[C:11]([CH3:16])[C:7]=1[C:8](N)=[O:9]. The catalyst is O.S(=O)(=O)(O)O. The product is [Cl:5][C:6]1[N:14]=[C:13]([Cl:15])[CH:12]=[C:11]([CH3:16])[C:7]=1[C:8]([OH:2])=[O:9]. The yield is 0.970. (2) The reactants are [NH2:1][C:2]1[CH:14]=[C:13]([N:15]2[CH2:20][CH2:19][N:18]([CH3:21])[CH2:17][CH2:16]2)[CH:12]=[CH:11][C:3]=1[C:4]([O:6][C:7]([CH3:10])([CH3:9])[CH3:8])=[O:5].[CH3:22][N:23]1[CH2:28][CH2:27][CH2:26][CH2:25][C:24]1=O.FC(F)(F)C(O)=O.C(O[BH-](OC(=O)C)OC(=O)C)(=O)C.[Na+].C([O-])(O)=O.[Na+]. The catalyst is O1CCOCC1. The product is [CH3:21][N:18]1[CH2:19][CH2:20][N:15]([C:13]2[CH:12]=[CH:11][C:3]([C:4]([O:6][C:7]([CH3:10])([CH3:9])[CH3:8])=[O:5])=[C:2]([NH:1][CH:26]3[CH2:27][CH2:28][N:23]([CH3:22])[CH2:24][CH2:25]3)[CH:14]=2)[CH2:16][CH2:17]1. The yield is 0.510. (3) The reactants are [NH2:1][C:2]1[C:3]([C:20]([NH:22][NH:23][C:24]([C:26]2[CH:40]=[CH:39][C:29]([CH2:30][NH:31][C:32](=[O:38])[O:33][C:34]([CH3:37])([CH3:36])[CH3:35])=[CH:28][CH:27]=2)=[O:25])=O)=[N:4][C:5]([C:8]2[CH:13]=[CH:12][C:11]([S:14]([CH:17]([CH3:19])[CH3:18])(=[O:16])=[O:15])=[CH:10][CH:9]=2)=[CH:6][N:7]=1.CCN(C(C)C)C(C)C.BrP(Br)(C1C=CC=CC=1)(C1C=CC=CC=1)C1C=CC=CC=1. The catalyst is C(#N)C. The product is [NH2:1][C:2]1[C:3]([C:20]2[O:25][C:24]([C:26]3[CH:27]=[CH:28][C:29]([CH2:30][NH:31][C:32](=[O:38])[O:33][C:34]([CH3:35])([CH3:37])[CH3:36])=[CH:39][CH:40]=3)=[N:23][N:22]=2)=[N:4][C:5]([C:8]2[CH:9]=[CH:10][C:11]([S:14]([CH:17]([CH3:19])[CH3:18])(=[O:16])=[O:15])=[CH:12][CH:13]=2)=[CH:6][N:7]=1. The yield is 0.300. (4) The reactants are [C:1]([NH:5][C:6]1[CH:7]=[C:8]([C:13]2[CH:21]=[CH:20][C:19]([C:22]([NH2:24])=[O:23])=[C:18]3[C:14]=2[CH:15]=[C:16]([C:25]2[CH2:26][CH2:27][N:28]([S:31]([CH3:34])(=[O:33])=[O:32])[CH2:29][CH:30]=2)[NH:17]3)[CH:9]=[C:10]([NH2:12])[CH:11]=1)(=[O:4])[CH:2]=[CH2:3].[S:35]1[CH:39]=[CH:38][N:37]=[C:36]1[CH:40]=O.C([BH3-])#N.C(O)(=O)C. The catalyst is CO. The product is [C:1]([NH:5][C:6]1[CH:7]=[C:8]([C:13]2[CH:21]=[CH:20][C:19]([C:22]([NH2:24])=[O:23])=[C:18]3[C:14]=2[CH:15]=[C:16]([C:25]2[CH2:30][CH2:29][N:28]([S:31]([CH3:34])(=[O:32])=[O:33])[CH2:27][CH:26]=2)[NH:17]3)[CH:9]=[C:10]([NH:12][CH2:40][C:36]2[S:35][CH:39]=[CH:38][N:37]=2)[CH:11]=1)(=[O:4])[CH:2]=[CH2:3]. The yield is 0.250. (5) The yield is 0.620. The reactants are Cl[C:2]([O:4][C:5]1[CH:10]=[CH:9][C:8]([N+:11]([O-:13])=[O:12])=[CH:7][CH:6]=1)=[O:3].[NH2:14][N:15]1[CH2:20][CH2:19][O:18][CH2:17][CH2:16]1.C(N(CC)CC)C. The catalyst is C(Cl)Cl. The product is [N+:11]([C:8]1[CH:9]=[CH:10][C:5]([O:4][C:2](=[O:3])[NH:14][N:15]2[CH2:20][CH2:19][O:18][CH2:17][CH2:16]2)=[CH:6][CH:7]=1)([O-:13])=[O:12].